From a dataset of Forward reaction prediction with 1.9M reactions from USPTO patents (1976-2016). Predict the product of the given reaction. (1) Given the reactants [Br:1][C:2]1[CH:10]=[C:9]2[C:5]([C:6]([C:11]([OH:13])=O)=[N:7][NH:8]2)=[CH:4][CH:3]=1.C[CH2:15][N:16]=[C:17]=NCCCN(C)C.Cl.CNC.C1COCC1, predict the reaction product. The product is: [Br:1][C:2]1[CH:10]=[C:9]2[C:5]([C:6]([C:11]([N:16]([CH3:17])[CH3:15])=[O:13])=[N:7][NH:8]2)=[CH:4][CH:3]=1. (2) Given the reactants [CH2:1](OC(C1NC2C(C=1CO)=C([N+]([O-])=O)C=CC=2)=O)C.[CH2:20]([O:22][C:23]([C:25]1[N:26]([CH3:38])[C:27]2[C:32]([C:33]=1[CH3:34])=[C:31]([N+:35]([O-:37])=[O:36])[CH:30]=[CH:29][CH:28]=2)=[O:24])[CH3:21].C1C(=O)N(Br)C(=O)C1.CC(N=NC(C#N)(C)C)(C#N)C, predict the reaction product. The product is: [CH2:20]([O:22][C:23]([C:25]1[N:26]([CH3:38])[C:27]2[C:32]([C:33]=1[CH3:34])=[C:31]([N+:35]([O-:37])=[O:36])[C:30]([CH3:1])=[CH:29][CH:28]=2)=[O:24])[CH3:21]. (3) Given the reactants [C:1]1([S:7]([N:10]2[CH2:14][CH:13]([C:15]3[CH:20]=[CH:19][C:18](Br)=[CH:17][CH:16]=3)[N:12]([C:22]3[CH:27]=[CH:26][CH:25]=[CH:24][CH:23]=3)[C:11]2=[O:28])(=[O:9])=[O:8])[CH:6]=[CH:5][CH:4]=[CH:3][CH:2]=1.[CH3:29][C:30]1[CH:35]=[CH:34][C:33]([CH3:36])=[CH:32][C:31]=1B(O)O.C(=O)([O-])[O-].[Na+].[Na+], predict the reaction product. The product is: [C:1]1([S:7]([N:10]2[CH2:14][CH:13]([C:15]3[CH:20]=[CH:19][C:18]([C:31]4[CH:32]=[C:33]([CH3:36])[CH:34]=[CH:35][C:30]=4[CH3:29])=[CH:17][CH:16]=3)[N:12]([C:22]3[CH:27]=[CH:26][CH:25]=[CH:24][CH:23]=3)[C:11]2=[O:28])(=[O:9])=[O:8])[CH:6]=[CH:5][CH:4]=[CH:3][CH:2]=1. (4) Given the reactants FC(F)(F)S(O[C:7]1[CH:24]=[CH:23][C:10]2[CH2:11][CH2:12][N:13]([C:16]([O:18][C:19]([CH3:22])([CH3:21])[CH3:20])=[O:17])[CH2:14][CH2:15][C:9]=2[CH:8]=1)(=O)=O.C(PC(C)(C)C)(C)(C)C.C1(C2C=CC=CC=2)C=CC=CC=1.P([O-])([O-])([O-])=O.[K+].[K+].[K+].[N:56]1([C:62]([O:64][CH2:65][C:66]2[CH:71]=[CH:70][CH:69]=[CH:68][CH:67]=2)=[O:63])[CH2:61][CH2:60][NH:59][CH2:58][CH2:57]1, predict the reaction product. The product is: [C:66]1([CH2:65][O:64][C:62]([N:56]2[CH2:61][CH2:60][N:59]([C:7]3[CH:24]=[CH:23][C:10]4[CH2:11][CH2:12][N:13]([C:16]([O:18][C:19]([CH3:22])([CH3:21])[CH3:20])=[O:17])[CH2:14][CH2:15][C:9]=4[CH:8]=3)[CH2:58][CH2:57]2)=[O:63])[CH:71]=[CH:70][CH:69]=[CH:68][CH:67]=1. (5) Given the reactants [CH3:1][C:2]1[O:6][C:5]([C@H:7]([NH2:13])[C:8]2([CH3:12])[CH2:11][O:10][CH2:9]2)=[CH:4][CH:3]=1.[Cl:14][C:15]1[CH:20]=[CH:19][C:18]([NH:21][C:22]2[C:23](=O)[C:24](=[O:29])[C:25]=2[O:26]CC)=[C:17]([OH:31])[C:16]=1[S:32]([N:35]1[CH2:40][CH2:39][N:38]([CH3:41])[CH2:37][CH2:36]1)(=[O:34])=[O:33], predict the reaction product. The product is: [Cl:14][C:15]1[CH:20]=[CH:19][C:18]([NH:21][C:22]2[C:25](=[O:26])[C:24](=[O:29])[C:23]=2[NH:13][C@@H:7]([C:5]2[O:6][C:2]([CH3:1])=[CH:3][CH:4]=2)[C:8]2([CH3:12])[CH2:9][O:10][CH2:11]2)=[C:17]([OH:31])[C:16]=1[S:32]([N:35]1[CH2:36][CH2:37][N:38]([CH3:41])[CH2:39][CH2:40]1)(=[O:33])=[O:34].